Dataset: Forward reaction prediction with 1.9M reactions from USPTO patents (1976-2016). Task: Predict the product of the given reaction. (1) The product is: [CH:11]([NH:10][C:8]1[CH:9]=[C:4]([CH:5]=[C:6]([OH:15])[N:7]=1)[C:3]([OH:23])=[O:2])([CH2:13][CH3:14])[CH3:12]. Given the reactants C[O:2][C:3](=[O:23])[C:4]1[CH:9]=[C:8]([NH:10][CH:11]([CH2:13][CH3:14])[CH3:12])[N:7]=[C:6]([O:15]CC2C=CC=CC=2)[CH:5]=1.[H][H], predict the reaction product. (2) Given the reactants Cl.Cl.Cl.[O:4]1[C:12]2[CH:11]=[CH:10][N:9]=[C:8]([N:13]3[CH2:18][CH2:17][N:16]([CH2:19][CH2:20][C@H:21]4[CH2:26][CH2:25][C@H:24]([NH2:27])[CH2:23][CH2:22]4)[CH2:15][CH2:14]3)[C:7]=2[CH2:6][CH2:5]1.[OH:28][C:29]([CH3:35])([CH3:34])[CH2:30][C:31](O)=[O:32], predict the reaction product. The product is: [O:4]1[C:12]2[CH:11]=[CH:10][N:9]=[C:8]([N:13]3[CH2:18][CH2:17][N:16]([CH2:19][CH2:20][C@H:21]4[CH2:26][CH2:25][C@H:24]([NH:27][C:31](=[O:32])[CH2:30][C:29]([OH:28])([CH3:35])[CH3:34])[CH2:23][CH2:22]4)[CH2:15][CH2:14]3)[C:7]=2[CH2:6][CH2:5]1. (3) The product is: [CH2:1]([O:3][C:4]([C:6]1[CH:7]=[N:8][C:9]2[C:14]([C:15]=1[C:14]1[CH:15]=[C:6]([CH:4]=[O:3])[CH:7]=[CH:41][C:40]=1[O:39][CH3:38])=[CH:13][CH:12]=[C:11]([C:24]([F:27])([F:26])[F:25])[CH:10]=2)=[O:5])[CH3:2]. Given the reactants [CH2:1]([O:3][C:4]([C:6]1[CH:7]=[N:8][C:9]2[C:14]([C:15]=1OS(C(F)(F)F)(=O)=O)=[CH:13][CH:12]=[C:11]([C:24]([F:27])([F:26])[F:25])[CH:10]=2)=[O:5])[CH3:2].P([O-])([O-])([O-])=O.[K+].[K+].[K+].O1[CH2:41][CH2:40][O:39][CH2:38]C1, predict the reaction product. (4) Given the reactants [O:1]=[C:2]1[N:6]([C:7]2[CH:17]=[CH:16][C:10]([C:11]([O:13]CC)=O)=[CH:9][CH:8]=2)[CH2:5][CH2:4][O:3]1.[OH-].[Na+].Cl.Cl.[CH3:22][C:23]1[CH:28]=[C:27]([CH3:29])[CH:26]=[CH:25][C:24]=1[N:30]1[CH2:36][CH2:35][CH2:34][NH:33][CH2:32][CH2:31]1.O.[Cl-].COC1N=C(OC)N=C([N+]2(C)CCOCC2)N=1.CN1CCOCC1, predict the reaction product. The product is: [CH3:22][C:23]1[CH:28]=[C:27]([CH3:29])[CH:26]=[CH:25][C:24]=1[N:30]1[CH2:36][CH2:35][CH2:34][N:33]([C:11]([C:10]2[CH:9]=[CH:8][C:7]([N:6]3[CH2:5][CH2:4][O:3][C:2]3=[O:1])=[CH:17][CH:16]=2)=[O:13])[CH2:32][CH2:31]1. (5) Given the reactants [CH2:1]=[CH:2][CH:3]([OH:6])[CH2:4][OH:5].[C:7]1(=O)[CH2:12][CH2:11][CH2:10][CH2:9][CH2:8]1, predict the reaction product. The product is: [CH:2]([CH:3]1[CH2:4][O:5][C:7]2([CH2:12][CH2:11][CH2:10][CH2:9][CH2:8]2)[O:6]1)=[CH2:1].